The task is: Predict the reaction yield, written as a fraction of the theoretical maximum amount of product (1.0 means a 100% yield; for example, 0.34 means a 34% yield).. This data is from Reaction yield outcomes from USPTO patents with 853,638 reactions. (1) The reactants are B.C1COCC1.C1COCC1.[CH3:12][S:13][CH2:14][CH2:15][N:16]([C:30](=O)[C:31]1[CH:36]=[CH:35][C:34]([F:37])=[CH:33][CH:32]=1)[C:17]1[CH:22]=[CH:21][C:20]([S:23]([NH:26][C:27](=O)[CH3:28])(=[O:25])=[O:24])=[CH:19][CH:18]=1. The catalyst is C1COCC1. The product is [CH3:12][S:13][CH2:14][CH2:15][N:16]([CH2:30][C:31]1[CH:32]=[CH:33][C:34]([F:37])=[CH:35][CH:36]=1)[C:17]1[CH:18]=[CH:19][C:20]([S:23]([NH:26][CH2:27][CH3:28])(=[O:24])=[O:25])=[CH:21][CH:22]=1. The yield is 0.590. (2) The reactants are [C:1]([NH2:10])(=[O:9])[C:2]1[C:3](=[CH:5][CH:6]=[CH:7][CH:8]=1)[NH2:4].[CH3:11][N:12]([CH3:25])[C:13]1[C:22]2[C:17](=[CH:18][CH:19]=[CH:20][CH:21]=2)[C:16]([CH:23]=O)=[CH:15][CH:14]=1.COC1C=C(OC)C=C2C=1C(=O)NC(C1C=CC=CN=1)=N2. No catalyst specified. The product is [CH3:11][N:12]([CH3:25])[C:13]1[C:22]2[C:17](=[CH:18][CH:19]=[CH:20][CH:21]=2)[C:16]([C:23]2[NH:10][C:1](=[O:9])[C:2]3[C:3](=[CH:5][CH:6]=[CH:7][CH:8]=3)[N:4]=2)=[CH:15][CH:14]=1. The yield is 0.690. (3) The catalyst is C1COCC1.CCOC(C)=O. The product is [F:20][C:3]1[C:2]([NH:1][C:30](=[O:34])[CH:31]([CH3:33])[CH3:32])=[CH:7][CH:6]=[C:5]([F:8])[C:4]=1[C:9]1[N:14]=[C:13]([C:15]([O:17][CH3:18])=[O:16])[CH:12]=[CH:11][C:10]=1[F:19]. The yield is 0.880. The reactants are [NH2:1][C:2]1[C:3]([F:20])=[C:4]([C:9]2[N:14]=[C:13]([C:15]([O:17][CH3:18])=[O:16])[CH:12]=[CH:11][C:10]=2[F:19])[C:5]([F:8])=[CH:6][CH:7]=1.C(N(C(C)C)C(C)C)C.[C:30](Cl)(=[O:34])[CH:31]([CH3:33])[CH3:32]. (4) The reactants are [C:1]([O:5][C:6](=[O:22])[NH:7][C:8]([CH3:21])([CH3:20])[CH2:9][C:10]1[C:18]2[C:13](=[C:14]([OH:19])[CH:15]=[CH:16][CH:17]=2)[NH:12][CH:11]=1)([CH3:4])([CH3:3])[CH3:2].[H-].[Na+].Cl[C:26]1[N:33]=[CH:32][CH:31]=[CH:30][C:27]=1[C:28]#[N:29].O. The catalyst is CN(C)C=O. The product is [C:1]([O:5][C:6](=[O:22])[NH:7][C:8]([CH3:21])([CH3:20])[CH2:9][C:10]1[C:18]2[C:13](=[C:14]([O:19][C:26]3[C:27]([C:28]#[N:29])=[CH:30][CH:31]=[CH:32][N:33]=3)[CH:15]=[CH:16][CH:17]=2)[NH:12][CH:11]=1)([CH3:4])([CH3:2])[CH3:3]. The yield is 0.960. (5) The reactants are [I:1][C:2]1[CH:7]=[CH:6][CH:5]=[CH:4][C:3]=1[OH:8].[H-].[Na+].[CH2:11](Br)[CH:12]=[CH:13][CH3:14]. The catalyst is CN(C=O)C. The product is [CH2:11]([O:8][C:3]1[CH:4]=[CH:5][CH:6]=[CH:7][C:2]=1[I:1])[CH:12]=[CH:13][CH3:14]. The yield is 0.990.